From a dataset of Full USPTO retrosynthesis dataset with 1.9M reactions from patents (1976-2016). Predict the reactants needed to synthesize the given product. Given the product [NH3:6].[N:26]1([CH2:23][C:20]2[CH:19]=[CH:18][C:17]([O:16][CH2:4][CH2:5][CH2:8][N:10]3[CH2:11][CH2:12][CH2:13][CH2:14][CH2:15]3)=[CH:22][N:21]=2)[CH2:31][CH2:30][CH2:29][CH2:28][CH2:27]1, predict the reactants needed to synthesize it. The reactants are: OC1C=[CH:4][C:5]([C:8]([N:10]2[CH2:15][CH2:14][CH2:13][CH2:12][CH2:11]2)=O)=[N:6]C=1.[OH:16][C:17]1[CH:18]=[CH:19][C:20]([C:23](O)=O)=[N:21][CH:22]=1.[NH:26]1[CH2:31][CH2:30][CH2:29][CH2:28][CH2:27]1.C1C=CC2N(O)N=NC=2C=1.C(Cl)CCl.CN1CCOCC1.